This data is from Reaction yield outcomes from USPTO patents with 853,638 reactions. The task is: Predict the reaction yield, written as a fraction of the theoretical maximum amount of product (1.0 means a 100% yield; for example, 0.34 means a 34% yield). The reactants are [Cl:1][C:2]1[CH:10]=[C:9]([C:11]([NH:13][CH:14]([C:16]2[NH:20][C:19]3[CH:21]=[CH:22][C:23]([Cl:25])=[CH:24][C:18]=3[N:17]=2)[CH3:15])=[O:12])[CH:8]=[CH:7][C:3]=1[C:4](O)=[O:5].CN(C(ON1N=NC2C=CC=CC1=2)=[N+](C)C)C.[B-](F)(F)(F)F.C(N(C(C)C)CC)(C)C.[S:57]1[CH2:61][CH2:60][NH:59][CH2:58]1.ClCl. The catalyst is O1CCCC1.ClCCl.C(O)C. The product is [Cl:1][C:2]1[CH:10]=[C:9]([CH:8]=[CH:7][C:3]=1[C:4]([N:59]1[CH2:60][CH2:61][S:57][CH2:58]1)=[O:5])[C:11]([NH:13][CH:14]([C:16]1[NH:20][C:19]2[CH:21]=[CH:22][C:23]([Cl:25])=[CH:24][C:18]=2[N:17]=1)[CH3:15])=[O:12]. The yield is 0.670.